Dataset: Reaction yield outcomes from USPTO patents with 853,638 reactions. Task: Predict the reaction yield, written as a fraction of the theoretical maximum amount of product (1.0 means a 100% yield; for example, 0.34 means a 34% yield). (1) The reactants are [Br:1][C:2]1[CH:7]=[CH:6][N:5]=[C:4]([CH2:8][NH:9][CH:10]=O)[CH:3]=1.FC(F)(F)C(OC(=O)C(F)(F)F)=O.C(=O)([O-])[O-].[Na+].[Na+]. The catalyst is ClCCl. The product is [Br:1][C:2]1[CH:7]=[CH:6][N:5]2[CH:10]=[N:9][CH:8]=[C:4]2[CH:3]=1. The yield is 0.400. (2) The reactants are Cl.Cl.[C:3]([C:7]1[O:11][N:10]=[C:9]([NH:12][C:13]([NH:15][C:16]2[CH:21]=[CH:20][CH:19]=[C:18]([O:22][C:23]3[C:32]4[C:27](=[CH:28][C:29]([O:35][C@H:36]5[CH2:40][CH2:39][NH:38][CH2:37]5)=[C:30]([O:33][CH3:34])[CH:31]=4)[N:26]=[CH:25][N:24]=3)[CH:17]=2)=[O:14])[CH:8]=1)([CH3:6])([CH3:5])[CH3:4].C=O.Cl[CH2:44]CCl.[C:47]([O:50][BH-]([O:50][C:47](=[O:49])[CH3:48])[O:50][C:47](=[O:49])[CH3:48])(=[O:49])[CH3:48].[Na+]. The catalyst is O.CN(C)C=O. The product is [C:47]([OH:50])(=[O:49])[CH3:48].[C:3]([C:7]1[O:11][N:10]=[C:9]([NH:12][C:13]([NH:15][C:16]2[CH:21]=[CH:20][CH:19]=[C:18]([O:22][C:23]3[C:32]4[C:27](=[CH:28][C:29]([O:35][C@H:36]5[CH2:40][CH2:39][N:38]([CH3:44])[CH2:37]5)=[C:30]([O:33][CH3:34])[CH:31]=4)[N:26]=[CH:25][N:24]=3)[CH:17]=2)=[O:14])[CH:8]=1)([CH3:6])([CH3:4])[CH3:5]. The yield is 0.250. (3) The reactants are [CH2:1]([O:3][C:4]([C@@:6]1([NH:11][C:12]([C@@H:14]2[CH2:18][C@@H:17]([O:19][C:20]3[C:29]4[C:24](=[CH:25][C:26]([O:30][CH3:31])=[CH:27][CH:28]=4)[N:23]=[C:22]([C:32]4[CH:37]=[CH:36][CH:35]=[CH:34][CH:33]=4)[CH:21]=3)[CH2:16][C@H:15]2[C:38]([N:40]([CH2:49][CH2:50][CH2:51][CH2:52][CH2:53][CH:54]=[CH2:55])[NH:41][C:42]([O:44][C:45]([CH3:48])([CH3:47])[CH3:46])=[O:43])=[O:39])=[O:13])[CH2:8][C@H:7]1C=C)=[O:5])[CH3:2]. The catalyst is C(Cl)Cl.CC1C=C(C)C(N2C(=[Ru](Cl)(Cl)=CC3C=CC=CC=3OC(C)C)N(C3C(C)=CC(C)=CC=3C)CC2)=C(C)C=1. The product is [CH2:1]([O:3][C:4]([C@@:6]12[CH2:8][C@H:7]1[CH:55]=[CH:54][CH2:53][CH2:52][CH2:51][CH2:50][CH2:49][N:40]([NH:41][C:42]([O:44][C:45]([CH3:48])([CH3:46])[CH3:47])=[O:43])[C:38](=[O:39])[C@H:15]1[C@@H:14]([CH2:18][C@@H:17]([O:19][C:20]3[C:29]4[C:24](=[CH:25][C:26]([O:30][CH3:31])=[CH:27][CH:28]=4)[N:23]=[C:22]([C:32]4[CH:33]=[CH:34][CH:35]=[CH:36][CH:37]=4)[CH:21]=3)[CH2:16]1)[C:12](=[O:13])[NH:11]2)=[O:5])[CH3:2]. The yield is 0.700. (4) The reactants are [N+:1]([C:4]1[CH:9]=[CH:8][C:7]([CH2:10][S:11]([NH2:14])(=[O:13])=[O:12])=[CH:6][CH:5]=1)([O-:3])=[O:2].[CH2:15]1OCOCO1.FC(F)(F)S(O)(=O)=O.FC(F)(F)S(OS(C(F)(F)F)(=O)=O)(=O)=O. The catalyst is ClCCCl.ClCCl. The product is [N+:1]([C:4]1[CH:5]=[CH:6][C:7]2[CH2:10][S:11](=[O:12])(=[O:13])[NH:14][CH2:15][C:8]=2[CH:9]=1)([O-:3])=[O:2]. The yield is 0.230. (5) The reactants are [CH:1]1([C:4]2[NH:8][N:7]=[C:6]([NH:9][C:10]3[C:15]([I:16])=[CH:14][N:13]=[C:12]([C:17]4[CH:22]=[CH:21][CH:20]=[CH:19][CH:18]=4)[N:11]=3)[CH:5]=2)[CH2:3][CH2:2]1.[CH3:23][C:24](OC(C)=O)=[O:25]. The catalyst is C1COCC1.O.C1COCC1. The product is [CH:1]1([C:4]2[N:8]([C:24](=[O:25])[CH3:23])[N:7]=[C:6]([NH:9][C:10]3[C:15]([I:16])=[CH:14][N:13]=[C:12]([C:17]4[CH:22]=[CH:21][CH:20]=[CH:19][CH:18]=4)[N:11]=3)[CH:5]=2)[CH2:3][CH2:2]1. The yield is 0.660. (6) The reactants are [OH:1][C:2]1[CH:12]=[CH:11][C:5]([CH:6]([OH:10])[C:7]([OH:9])=O)=[CH:4][C:3]=1[O:13][CH3:14].[CH2:15]([NH2:22])[CH2:16][CH2:17][CH2:18][CH2:19][CH2:20][CH3:21].CCCC(NC(=O)C(O)C1C=CC(O)=C(OC)C=1)CCC. No catalyst specified. The product is [CH2:15]([NH:22][C:7](=[O:9])[CH:6]([OH:10])[C:5]1[CH:11]=[CH:12][C:2]([OH:1])=[C:3]([O:13][CH3:14])[CH:4]=1)[CH2:16][CH2:17][CH2:18][CH2:19][CH2:20][CH3:21]. The yield is 0.890. (7) The catalyst is O. The reactants are [CH3:1][O:2][C:3]1[CH:4]=[C:5]([CH:10]=[CH:11][N:12]=1)[C:6]([NH:8][NH2:9])=O.[CH3:13][N:14]=[C:15]=[S:16].[OH-].[Na+]. The yield is 0.870. The product is [CH3:1][O:2][C:3]1[CH:4]=[C:5]([C:6]2[N:14]([CH3:13])[C:15]([SH:16])=[N:9][N:8]=2)[CH:10]=[CH:11][N:12]=1. (8) The reactants are [Cl:1][C:2]1[N:7]2[N:8]=[C:9]([C:11]([O:13][CH2:14][CH3:15])=[O:12])[CH:10]=[C:6]2[N:5]=[C:4]([CH3:16])[C:3]=1[C@H:17]([OH:23])[C:18]([O:20][CH2:21][CH3:22])=[O:19].Cl(O)(=O)(=O)=O. The catalyst is C(Cl)Cl.C(OC(C)(C)C)(=O)C. The product is [C:3]([O:23][C@@H:17]([C:3]1[C:4]([CH3:16])=[N:5][C:6]2[N:7]([N:8]=[C:9]([C:11]([O:13][CH2:14][CH3:15])=[O:12])[CH:10]=2)[C:2]=1[Cl:1])[C:18]([O:20][CH2:21][CH3:22])=[O:19])([CH3:17])([CH3:4])[CH3:2]. The yield is 0.860. (9) The reactants are C([O:8][C:9]1[CH:10]=[C:11]2[C:15](=[CH:16][CH:17]=1)[N:14]([C:18]1[CH:23]=[CH:22][CH:21]=[CH:20][CH:19]=1)[CH:13]=[CH:12]2)C1C=CC=CC=1. The catalyst is CCO.[Pd]. The product is [C:18]1([N:14]2[C:15]3[C:11](=[CH:10][C:9]([OH:8])=[CH:17][CH:16]=3)[CH:12]=[CH:13]2)[CH:23]=[CH:22][CH:21]=[CH:20][CH:19]=1. The yield is 1.00. (10) The reactants are F[C:2]1[CH:9]=[CH:8][C:5]([CH:6]=[O:7])=[CH:4][C:3]=1[N+:10]([O-:12])=[O:11].Cl.[Cl:14][C:15]1[CH:26]=[CH:25][C:18]([CH2:19][NH:20][CH2:21][CH2:22][O:23][CH3:24])=[CH:17][CH:16]=1.C(=O)([O-])[O-].[Cs+].[Cs+]. The catalyst is CN(C=O)C.CCOC(C)=O.O. The product is [Cl:14][C:15]1[CH:16]=[CH:17][C:18]([CH2:19][N:20]([CH2:21][CH2:22][O:23][CH3:24])[C:2]2[CH:9]=[CH:8][C:5]([CH:6]=[O:7])=[CH:4][C:3]=2[N+:10]([O-:12])=[O:11])=[CH:25][CH:26]=1. The yield is 0.810.